This data is from Catalyst prediction with 721,799 reactions and 888 catalyst types from USPTO. The task is: Predict which catalyst facilitates the given reaction. (1) Reactant: [C:1]([CH:4]([CH2:7][CH:8]=[C:9]([CH3:11])[CH3:10])[CH2:5][OH:6])([CH3:3])=[CH2:2].C1(C)C=CC=CC=1.C(N(CC)CC)C.[CH3:26][S:27](Cl)(=[O:29])=[O:28]. Product: [CH3:26][S:27]([O:6][CH2:5][CH:4]([C:1]([CH3:3])=[CH2:2])[CH2:7][CH:8]=[C:9]([CH3:11])[CH3:10])(=[O:29])=[O:28]. The catalyst class is: 6. (2) Reactant: C(SC)(=O)[S:2][CH:3]([CH2:6][CH2:7][CH2:8][CH2:9][CH2:10][CH2:11][CH2:12][CH2:13][CH2:14][CH3:15])[CH:4]=[CH2:5].C(CN)O. Product: [CH2:5]=[CH:4][CH:3]([SH:2])[CH2:6][CH2:7][CH2:8][CH2:9][CH2:10][CH2:11][CH2:12][CH2:13][CH2:14][CH3:15]. The catalyst class is: 1. (3) Reactant: P(=O)(O)(O)O.C([N:10]([CH2:15][CH2:16][CH2:17][CH3:18])[CH2:11][CH2:12][CH2:13][CH3:14])CCC.[C:19](#N)[CH3:20].F[C@@H:23]1[C@@H](COC(=O)C2C=CC(C3C=CC=CC=3)=CC=2)OC(Cl)[CH2:24]1. Product: [CH:15]1([NH:10][CH:11]2[CH2:12][CH2:13][CH2:14][CH2:20][CH2:19]2)[CH2:16][CH2:17][CH2:18][CH2:24][CH2:23]1. The catalyst class is: 6. (4) Reactant: Br[C:2]1[N:3]=[C:4]([N:12]2[CH2:17][CH2:16][N:15]([CH2:18][CH3:19])[CH2:14][CH2:13]2)[C:5]2[C:10]([CH:11]=1)=[CH:9][CH:8]=[CH:7][CH:6]=2.[CH2:20]1[CH2:48][O:47][C:22]2([CH2:27][CH2:26][N:25]([C:28]3[CH:33]=[CH:32][C:31]([Sn](CCCC)(CCCC)CCCC)=[CH:30][CH:29]=3)[CH2:24][CH2:23]2)[O:21]1. Product: [CH2:20]1[CH2:48][O:47][C:22]2([CH2:27][CH2:26][N:25]([C:28]3[CH:33]=[CH:32][C:31]([C:2]4[N:3]=[C:4]([N:12]5[CH2:17][CH2:16][N:15]([CH2:18][CH3:19])[CH2:14][CH2:13]5)[C:5]5[C:10]([CH:11]=4)=[CH:9][CH:8]=[CH:7][CH:6]=5)=[CH:30][CH:29]=3)[CH2:24][CH2:23]2)[O:21]1. The catalyst class is: 113. (5) Reactant: [CH3:1][N:2]1[C:6]2=[N:7][CH:8]=[C:9]([N+:11]([O-])=O)[CH:10]=[C:5]2[C:4]([C:14]2[CH2:19][CH2:18][N:17]([C:20]([O:22][C:23]([CH3:26])([CH3:25])[CH3:24])=[O:21])[CH2:16][CH:15]=2)=[CH:3]1.C([O-])=O.[NH4+]. Product: [NH2:11][C:9]1[CH:10]=[C:5]2[C:4]([CH:14]3[CH2:15][CH2:16][N:17]([C:20]([O:22][C:23]([CH3:25])([CH3:24])[CH3:26])=[O:21])[CH2:18][CH2:19]3)=[CH:3][N:2]([CH3:1])[C:6]2=[N:7][CH:8]=1. The catalyst class is: 50. (6) Product: [CH3:1][N:2]1[CH2:3][CH2:4][N:5]([C:8]2[CH:13]=[CH:12][C:11]([NH2:14])=[C:10]([C:17]3[S:18][CH:19]=[CH:20][C:21]=3[CH3:22])[CH:9]=2)[CH2:6][CH2:7]1. The catalyst class is: 19. Reactant: [CH3:1][N:2]1[CH2:7][CH2:6][N:5]([C:8]2[CH:13]=[CH:12][C:11]([N+:14]([O-])=O)=[C:10]([C:17]3[S:18][CH:19]=[CH:20][C:21]=3[CH3:22])[CH:9]=2)[CH2:4][CH2:3]1. (7) Product: [N+:18]([C:15]1[CH:16]=[CH:17][C:12]([N:4]2[CH:5]=[C:6]([C:8]([F:11])([F:10])[F:9])[N:7]=[C:3]2[CH2:2][C:21]#[N:22])=[CH:13][CH:14]=1)([O-:20])=[O:19]. Reactant: Br[CH2:2][C:3]1[N:4]([C:12]2[CH:17]=[CH:16][C:15]([N+:18]([O-:20])=[O:19])=[CH:14][CH:13]=2)[CH:5]=[C:6]([C:8]([F:11])([F:10])[F:9])[N:7]=1.[C-:21]#[N:22].[Na+]. The catalyst class is: 88. (8) Reactant: [C:1]([C:9]1[CH:10]=[N:11][CH:12]=[CH:13][CH:14]=1)(=O)[C:2]1[CH:7]=[CH:6][CH:5]=[CH:4][CH:3]=1.C(OP([CH2:23][C:24]#[N:25])(=O)OCC)C.CC[O-].[Na+].[H-].[Na+].[NH4+].[Cl-]. Product: [C:2]1([C:1]([C:9]2[CH:10]=[N:11][CH:12]=[CH:13][CH:14]=2)=[CH:23][C:24]#[N:25])[CH:7]=[CH:6][CH:5]=[CH:4][CH:3]=1. The catalyst class is: 8. (9) Reactant: [CH3:1][Mg]Br.CON(C)[C:7](=[O:14])[CH2:8][CH2:9][CH2:10][CH2:11][CH:12]=[CH2:13].[NH4+].[Cl-]. Product: [CH3:1][C:7](=[O:14])[CH2:8][CH2:9][CH2:10][CH2:11][CH:12]=[CH2:13]. The catalyst class is: 49. (10) Reactant: [C:1]([C:3]1[CH:4]=[C:5]([CH2:10][C:11]([OH:13])=[O:12])[CH:6]=[CH:7][C:8]=1[F:9])#[N:2]. Product: [C:1]([C:3]1[CH:4]=[C:5]([CH2:10][C:11]([O:13][C:3]([CH3:4])([CH3:8])[CH3:1])=[O:12])[CH:6]=[CH:7][C:8]=1[F:9])#[N:2]. The catalyst class is: 1.